This data is from Full USPTO retrosynthesis dataset with 1.9M reactions from patents (1976-2016). The task is: Predict the reactants needed to synthesize the given product. (1) The reactants are: [CH3:1][N:2]1[CH2:7][CH2:6][N:5]([C:8]2[CH:9]=[C:10]([CH2:14][C:15]([NH2:17])=[O:16])[CH:11]=[N:12][CH:13]=2)[CH2:4][CH2:3]1.C[O:19][C:20](=O)[C:21]([C:23]1[C:31]2[C:26](=[C:27]([CH3:32])[CH:28]=[CH:29][CH:30]=2)[NH:25][CH:24]=1)=O.CC([O-])(C)C.[K+].[NH4+].[Cl-]. Given the product [CH3:32][C:27]1[CH:28]=[CH:29][CH:30]=[C:31]2[C:26]=1[NH:25][CH:24]=[C:23]2[C:21]1[C:20](=[O:19])[NH:17][C:15](=[O:16])[C:14]=1[C:10]1[CH:11]=[N:12][CH:13]=[C:8]([N:5]2[CH2:6][CH2:7][N:2]([CH3:1])[CH2:3][CH2:4]2)[CH:9]=1, predict the reactants needed to synthesize it. (2) The reactants are: [C:1]1([N:7]2[C:19]3[CH:18]=[CH:17][C:16]([C:20]([O:22]CC)=O)=[CH:15][C:14]=3[C:13]3[C:8]2=[CH:9][CH:10]=[CH:11][CH:12]=3)[CH:6]=[CH:5][CH:4]=[CH:3][CH:2]=1.O.[NH2:26][NH2:27].C(O)C. Given the product [C:1]1([N:7]2[C:19]3[CH:18]=[CH:17][C:16]([C:20]([NH:26][NH2:27])=[O:22])=[CH:15][C:14]=3[C:13]3[C:8]2=[CH:9][CH:10]=[CH:11][CH:12]=3)[CH:6]=[CH:5][CH:4]=[CH:3][CH:2]=1, predict the reactants needed to synthesize it.